This data is from Catalyst prediction with 721,799 reactions and 888 catalyst types from USPTO. The task is: Predict which catalyst facilitates the given reaction. (1) Reactant: [CH2:1]([O:3][C:4]([C:7]1[CH:11]=[C:10]([NH2:12])[N:9]([C:13]2[CH:18]=[CH:17][CH:16]=[CH:15][CH:14]=2)[N:8]=1)([CH3:6])[CH3:5])[CH3:2].Cl[C:20]([O:22][C:23]1[CH:28]=[CH:27][CH:26]=[CH:25][CH:24]=1)=[O:21].C([O-])([O-])=O.[K+].[K+]. Product: [CH2:1]([O:3][C:4]([C:7]1[CH:11]=[C:10]([NH:12][C:20](=[O:21])[O:22][C:23]2[CH:28]=[CH:27][CH:26]=[CH:25][CH:24]=2)[N:9]([C:13]2[CH:18]=[CH:17][CH:16]=[CH:15][CH:14]=2)[N:8]=1)([CH3:6])[CH3:5])[CH3:2]. The catalyst class is: 1. (2) Reactant: [Cl:1][CH2:2][CH2:3][CH2:4][O:5][C:6]1[CH:11]=[CH:10][C:9]([C:12]2[S:13][C:14]([CH2:18][C:19]([OH:21])=O)=[C:15]([CH3:17])[N:16]=2)=[CH:8][CH:7]=1.C(N(CC)CC)C.[NH:29]1[CH2:34][CH2:33][CH2:32][CH2:31][CH2:30]1.ON1C2C=CC=CC=2N=N1.CN(C)CCCN=C=NCC. Product: [Cl:1][CH2:2][CH2:3][CH2:4][O:5][C:6]1[CH:7]=[CH:8][C:9]([C:12]2[S:13][C:14]([CH2:18][C:19]([N:29]3[CH2:34][CH2:33][CH2:32][CH2:31][CH2:30]3)=[O:21])=[C:15]([CH3:17])[N:16]=2)=[CH:10][CH:11]=1. The catalyst class is: 4.